From a dataset of Full USPTO retrosynthesis dataset with 1.9M reactions from patents (1976-2016). Predict the reactants needed to synthesize the given product. (1) The reactants are: [Cl:1][C:2]1[C:7]([C:8]#[N:9])=[C:6]([NH:10][C:11]2[C:16]([F:17])=[CH:15][CH:14]=[CH:13][C:12]=2[F:18])[N:5]=[C:4]([S:19][CH3:20])[N:3]=1.B.Cl.[OH-].[Na+]. Given the product [NH2:9][CH2:8][C:7]1[C:6]([NH:10][C:11]2[C:12]([F:18])=[CH:13][CH:14]=[CH:15][C:16]=2[F:17])=[N:5][C:4]([S:19][CH3:20])=[N:3][C:2]=1[Cl:1], predict the reactants needed to synthesize it. (2) Given the product [CH2:1]([N:8]1[C:16]2[C:11](=[CH:12][CH:13]=[C:14]([O:17][CH:34]3[CH2:35][CH2:36][CH2:37][O:33]3)[CH:15]=2)[C:10]([C:18]([NH:20][CH2:21][C:22]2[CH:27]=[CH:26][C:25]([F:28])=[C:24]([F:29])[CH:23]=2)=[O:19])=[C:9]1[CH:30]([CH3:32])[CH3:31])[C:2]1[CH:7]=[CH:6][CH:5]=[CH:4][CH:3]=1, predict the reactants needed to synthesize it. The reactants are: [CH2:1]([N:8]1[C:16]2[C:11](=[CH:12][CH:13]=[C:14]([OH:17])[CH:15]=2)[C:10]([C:18]([NH:20][CH2:21][C:22]2[CH:27]=[CH:26][C:25]([F:28])=[C:24]([F:29])[CH:23]=2)=[O:19])=[C:9]1[CH:30]([CH3:32])[CH3:31])[C:2]1[CH:7]=[CH:6][CH:5]=[CH:4][CH:3]=1.[O:33]1[CH:37]=[CH:36][CH2:35][CH2:34]1.CC1C=CC(S([O-])(=O)=O)=CC=1.C1C=C[NH+]=CC=1. (3) Given the product [CH:11]12[CH2:12][NH:13][CH:14]1[CH2:15][N:9]([C:7]([C:2]1[C:1]3[C:6](=[CH:19][CH:20]=[CH:21][CH:16]=3)[CH:5]=[CH:4][C:3]=1[O:29][CH2:28][CH3:23])=[O:8])[CH2:10]2, predict the reactants needed to synthesize it. The reactants are: [C:1]1([C:16]2[CH:21]=[CH:20][CH:19]=CC=2)[CH:6]=[CH:5][CH:4]=[CH:3][C:2]=1[C:7]([N:9]1[CH2:15][CH:14]2[CH:11]([CH2:12][NH:13]2)[CH2:10]1)=[O:8].C1(C2C=CC=CC=2)[C:23]([C:28](O)=[O:29])=CC=CC=1. (4) Given the product [C:16]([C:18]1[CH:19]=[C:20]([C:28]([OH:30])=[O:29])[C:21]2[C:26]([CH:27]=1)=[CH:25][CH:24]=[CH:23][CH:22]=2)#[N:17], predict the reactants needed to synthesize it. The reactants are: COC(C1C2C(=CC=CC=2)C=C(Br)C=1)=O.[C:16]([C:18]1[CH:19]=[C:20]([C:28]([O:30]C)=[O:29])[C:21]2[C:26]([CH:27]=1)=[CH:25][CH:24]=[CH:23][CH:22]=2)#[N:17]. (5) Given the product [C:23]([O:22][C:20]([N:27]1[CH2:35][CH2:34][CH2:30][CH2:29][CH2:28]1)=[O:21])([CH3:26])([CH3:24])[CH3:25], predict the reactants needed to synthesize it. The reactants are: NC1SC2C=C(OS(C3SC=CC=3)(=O)=O)C=CC=2N=1.[C:20]([N:27]1[CH2:35][CH2:34][CH:30](C(O)=O)[CH2:29][CH2:28]1)([O:22][C:23]([CH3:26])([CH3:25])[CH3:24])=[O:21].C(N(CC)C(C)C)(C)C.O. (6) Given the product [CH3:8][N:9]([CH3:17])[CH:10]=[C:11]([C:21](=[O:22])[C:20]1[CH:24]=[C:25]([F:29])[C:26]([F:28])=[CH:27][C:19]=1[F:18])[C:12]([O:14][CH2:15][CH3:16])=[O:13], predict the reactants needed to synthesize it. The reactants are: C(N(CC)CC)C.[CH3:8][N:9]([CH3:17])[CH:10]=[CH:11][C:12]([O:14][CH2:15][CH3:16])=[O:13].[F:18][C:19]1[CH:27]=[C:26]([F:28])[C:25]([F:29])=[CH:24][C:20]=1[C:21](Cl)=[O:22]. (7) Given the product [C:1]([O:5][CH:6]([C:10]1[C:14]([C:15]2[CH2:20][CH2:19][C:18]([CH3:22])([CH3:21])[CH2:17][CH:16]=2)=[C:13](/[CH:32]=[CH:31]/[C:25]2[CH:30]=[CH:29][CH:28]=[CH:27][CH:26]=2)[S:12][C:11]=1[CH3:24])[C:7]([O:9][CH2:42][CH3:43])=[O:8])([CH3:4])([CH3:3])[CH3:2], predict the reactants needed to synthesize it. The reactants are: [C:1]([O:5][CH:6]([C:10]1[C:14]([C:15]2[CH2:20][CH2:19][C:18]([CH3:22])([CH3:21])[CH2:17][CH:16]=2)=[C:13](I)[S:12][C:11]=1[CH3:24])[C:7]([O-:9])=[O:8])([CH3:4])([CH3:3])[CH3:2].[C:25]1(/[CH:31]=[CH:32]/B(O)O)[CH:30]=[CH:29][CH:28]=[CH:27][CH:26]=1.C(=O)([O-])[O-].[K+].[K+].[C:42]1(C)C=CC=C[CH:43]=1.O. (8) The reactants are: SCCO.C(N(CC([O-])=O)CC(O)=O)CN(CC([O-])=O)CC(O)=O.[Na+].[Na+].CCCCCCCCCCCCOS([O-])(=O)=O.[Na+].CCC(COC(C(N(CC[NH+](C)C)C)=O)(C1C=CC=CC=1)C1C=CC=CC=1)CC.[Cl-].[CH3:75][C:76]1[C:82]2[CH:83]=[CH:84][C:85]([O:87][C@@H]3O[C@H](C(O)=O)[C@@H](O)[C@H](O)[C@H]3O)=[CH:86][C:81]=2[O:80][C:78](=[O:79])[CH:77]=1. Given the product [CH3:75][C:76]1[C:82]2[CH:83]=[CH:84][C:85]([OH:87])=[CH:86][C:81]=2[O:80][C:78](=[O:79])[CH:77]=1, predict the reactants needed to synthesize it. (9) Given the product [CH3:11][C:9](=[CH2:10])[CH:8]([C:5]1[CH:6]=[CH:7][C:2]([CH3:1])=[CH:3][CH:4]=1)[CH2:13][CH:14]=[O:15], predict the reactants needed to synthesize it. The reactants are: [CH3:1][C:2]1[CH:7]=[CH:6][C:5]([CH:8](O)[C:9]([CH3:11])=[CH2:10])=[CH:4][CH:3]=1.[CH2:13]=[CH:14][O:15]CCOCCOCCOC=C. (10) Given the product [C:26]1([S:23]([N:18]2[C:19]3[C:15](=[C:14]([N:11]4[CH2:10][CH2:9][NH:8][CH2:13][CH2:12]4)[CH:22]=[CH:21][CH:20]=3)[C:16]([Br:32])=[CH:17]2)(=[O:25])=[O:24])[CH:27]=[CH:28][CH:29]=[CH:30][CH:31]=1, predict the reactants needed to synthesize it. The reactants are: C(OC([N:8]1[CH2:13][CH2:12][N:11]([C:14]2[CH:22]=[CH:21][CH:20]=[C:19]3[C:15]=2[C:16]([Br:32])=[CH:17][N:18]3[S:23]([C:26]2[CH:31]=[CH:30][CH:29]=[CH:28][CH:27]=2)(=[O:25])=[O:24])[CH2:10][CH2:9]1)=O)(C)(C)C.Cl.